Dataset: NCI-60 drug combinations with 297,098 pairs across 59 cell lines. Task: Regression. Given two drug SMILES strings and cell line genomic features, predict the synergy score measuring deviation from expected non-interaction effect. (1) Drug 1: CN(C)N=NC1=C(NC=N1)C(=O)N. Drug 2: C(CCl)NC(=O)N(CCCl)N=O. Cell line: SF-268. Synergy scores: CSS=3.97, Synergy_ZIP=0.655, Synergy_Bliss=4.44, Synergy_Loewe=-6.34, Synergy_HSA=-0.779. (2) Drug 1: CS(=O)(=O)C1=CC(=C(C=C1)C(=O)NC2=CC(=C(C=C2)Cl)C3=CC=CC=N3)Cl. Drug 2: CC1=C(C(=O)C2=C(C1=O)N3CC4C(C3(C2COC(=O)N)OC)N4)N. Cell line: RXF 393. Synergy scores: CSS=14.3, Synergy_ZIP=4.82, Synergy_Bliss=10.9, Synergy_Loewe=8.29, Synergy_HSA=8.16.